The task is: Regression/Classification. Given a drug SMILES string, predict its absorption, distribution, metabolism, or excretion properties. Task type varies by dataset: regression for continuous measurements (e.g., permeability, clearance, half-life) or binary classification for categorical outcomes (e.g., BBB penetration, CYP inhibition). Dataset: cyp1a2_veith.. This data is from CYP1A2 inhibition data for predicting drug metabolism from PubChem BioAssay. (1) The drug is O=C(c1ccncc1)N1CCC[C@@]2(CCN(c3ccncc3)C2)C1. The result is 0 (non-inhibitor). (2) The compound is C[S@](=N)(=O)CC[C@H](N)P(=O)(O)O. The result is 0 (non-inhibitor). (3) The drug is NS(=O)(=O)c1ccc(NS(=O)(=O)c2ccc(NC(=O)c3ccc(-c4ccccc4)cc3)cc2)cc1. The result is 0 (non-inhibitor).